Dataset: Reaction yield outcomes from USPTO patents with 853,638 reactions. Task: Predict the reaction yield, written as a fraction of the theoretical maximum amount of product (1.0 means a 100% yield; for example, 0.34 means a 34% yield). The reactants are [CH3:1][C:2]1[C:16](=[O:17])[N:15]=[C:14]2[N:4]([C@@H:5]3[O:9][C@H:8]([CH2:10][OH:11])[C@@H:7]([OH:12])[C@@H:6]3[O:13]2)[CH:3]=1.[CH3:18][O:19][CH2:20][CH2:21][O:22]B([O:22][CH2:21][CH2:20][O:19][CH3:18])[O:22][CH2:21][CH2:20][O:19][CH3:18]. The catalyst is COCCO. The product is [CH3:18][O:19][CH2:20][CH2:21][O:22][C@@H:6]1[C@H:7]([OH:12])[C@@H:8]([CH2:10][OH:11])[O:9][C@H:5]1[N:4]1[CH:3]=[C:2]([CH3:1])[C:16](=[O:17])[NH:15][C:14]1=[O:13]. The yield is 0.630.